This data is from NCI-60 drug combinations with 297,098 pairs across 59 cell lines. The task is: Regression. Given two drug SMILES strings and cell line genomic features, predict the synergy score measuring deviation from expected non-interaction effect. (1) Drug 1: CC12CCC3C(C1CCC2=O)CC(=C)C4=CC(=O)C=CC34C. Drug 2: CCN(CC)CCCC(C)NC1=C2C=C(C=CC2=NC3=C1C=CC(=C3)Cl)OC. Cell line: KM12. Synergy scores: CSS=54.5, Synergy_ZIP=-3.75, Synergy_Bliss=-2.87, Synergy_Loewe=-0.147, Synergy_HSA=0.676. (2) Drug 1: CCC1(C2=C(COC1=O)C(=O)N3CC4=CC5=C(C=CC(=C5CN(C)C)O)N=C4C3=C2)O. Drug 2: CNC(=O)C1=NC=CC(=C1)OC2=CC=C(C=C2)NC(=O)NC3=CC(=C(C=C3)Cl)C(F)(F)F. Cell line: UACC62. Synergy scores: CSS=77.8, Synergy_ZIP=4.39, Synergy_Bliss=4.71, Synergy_Loewe=5.12, Synergy_HSA=10.5. (3) Drug 1: C(CC(=O)O)C(=O)CN.Cl. Drug 2: CC1C(C(CC(O1)OC2CC(CC3=C2C(=C4C(=C3O)C(=O)C5=CC=CC=C5C4=O)O)(C(=O)C)O)N)O. Cell line: KM12. Synergy scores: CSS=29.1, Synergy_ZIP=-0.106, Synergy_Bliss=-1.84, Synergy_Loewe=-39.0, Synergy_HSA=-0.238.